Dataset: Forward reaction prediction with 1.9M reactions from USPTO patents (1976-2016). Task: Predict the product of the given reaction. Given the reactants [N+:1]([C:4]1[CH:5]=[C:6]([CH:8]=[C:9]([N+:11]([O-:13])=[O:12])[CH:10]=1)N)([O-:3])=[O:2].N([O-])=O.[Na+].O.[ClH:19], predict the reaction product. The product is: [Cl:19][C:6]1[CH:5]=[C:4]([N+:1]([O-:3])=[O:2])[CH:10]=[C:9]([N+:11]([O-:13])=[O:12])[CH:8]=1.